From a dataset of Full USPTO retrosynthesis dataset with 1.9M reactions from patents (1976-2016). Predict the reactants needed to synthesize the given product. (1) The reactants are: [CH3:1][C:2]1[C:10]2[C:5](=[C:6]([CH3:11])[CH:7]=[CH:8][CH:9]=2)[NH:4][C:3]=1[CH2:12][OH:13]. Given the product [CH3:1][C:2]1[C:10]2[C:5](=[C:6]([CH3:11])[CH:7]=[CH:8][CH:9]=2)[NH:4][C:3]=1[CH:12]=[O:13], predict the reactants needed to synthesize it. (2) Given the product [CH:27]1([C:30]([NH:1][C:2]2[CH:7]=[C:6]([C:8]3[C:9]([C:20]4[CH:25]=[CH:24][CH:23]=[CH:22][C:21]=4[F:26])=[N:10][N:11]([C:13]4[CH2:18][CH2:17][C:16](=[O:19])[NH:15][N:14]=4)[CH:12]=3)[CH:5]=[CH:4][N:3]=2)=[O:31])[CH2:29][CH2:28]1, predict the reactants needed to synthesize it. The reactants are: [NH2:1][C:2]1[CH:7]=[C:6]([C:8]2[C:9]([C:20]3[CH:25]=[CH:24][CH:23]=[CH:22][C:21]=3[F:26])=[N:10][N:11]([C:13]3[CH2:18][CH2:17][C:16](=[O:19])[NH:15][N:14]=3)[CH:12]=2)[CH:5]=[CH:4][N:3]=1.[CH:27]1([C:30](Cl)=[O:31])[CH2:29][CH2:28]1. (3) Given the product [CH:19]1([C:5]2[C:6]([NH:8][C:9]3[CH:18]=[CH:17][CH:16]=[CH:15][C:10]=3[C:11]([NH:13][CH3:14])=[O:12])=[CH:7][C:2]([NH:28][C:27]3[N:23]([CH3:22])[N:24]=[C:25]([CH3:29])[CH:26]=3)=[N:3][CH:4]=2)[CH2:21][CH2:20]1, predict the reactants needed to synthesize it. The reactants are: Cl[C:2]1[CH:7]=[C:6]([NH:8][C:9]2[CH:18]=[CH:17][CH:16]=[CH:15][C:10]=2[C:11]([NH:13][CH3:14])=[O:12])[C:5]([CH:19]2[CH2:21][CH2:20]2)=[CH:4][N:3]=1.[CH3:22][N:23]1[C:27]([NH2:28])=[CH:26][C:25]([CH3:29])=[N:24]1.C([O-])([O-])=O.[Cs+].[Cs+].CC1(C)C2C(=C(P(C3C=CC=CC=3)C3C=CC=CC=3)C=CC=2)OC2C(P(C3C=CC=CC=3)C3C=CC=CC=3)=CC=CC1=2.